Dataset: NCI-60 drug combinations with 297,098 pairs across 59 cell lines. Task: Regression. Given two drug SMILES strings and cell line genomic features, predict the synergy score measuring deviation from expected non-interaction effect. (1) Drug 1: CCC1=CC2CC(C3=C(CN(C2)C1)C4=CC=CC=C4N3)(C5=C(C=C6C(=C5)C78CCN9C7C(C=CC9)(C(C(C8N6C)(C(=O)OC)O)OC(=O)C)CC)OC)C(=O)OC.C(C(C(=O)O)O)(C(=O)O)O. Drug 2: C1=CC(=C2C(=C1NCCNCCO)C(=O)C3=C(C=CC(=C3C2=O)O)O)NCCNCCO. Cell line: SF-295. Synergy scores: CSS=77.4, Synergy_ZIP=6.72, Synergy_Bliss=4.97, Synergy_Loewe=6.09, Synergy_HSA=10.6. (2) Drug 1: CN1C2=C(C=C(C=C2)N(CCCl)CCCl)N=C1CCCC(=O)O.Cl. Drug 2: CC(C)(C#N)C1=CC(=CC(=C1)CN2C=NC=N2)C(C)(C)C#N. Cell line: SF-539. Synergy scores: CSS=-2.89, Synergy_ZIP=2.25, Synergy_Bliss=1.09, Synergy_Loewe=-4.96, Synergy_HSA=-3.49. (3) Drug 1: CC(C1=C(C=CC(=C1Cl)F)Cl)OC2=C(N=CC(=C2)C3=CN(N=C3)C4CCNCC4)N. Drug 2: C1=CC(=CC=C1CCC2=CNC3=C2C(=O)NC(=N3)N)C(=O)NC(CCC(=O)O)C(=O)O. Cell line: NCI-H522. Synergy scores: CSS=47.2, Synergy_ZIP=2.83, Synergy_Bliss=5.08, Synergy_Loewe=-4.35, Synergy_HSA=4.62. (4) Drug 2: CC(C)CN1C=NC2=C1C3=CC=CC=C3N=C2N. Drug 1: CC(C)NC(=O)C1=CC=C(C=C1)CNNC.Cl. Synergy scores: CSS=-0.288, Synergy_ZIP=2.64, Synergy_Bliss=5.61, Synergy_Loewe=-3.38, Synergy_HSA=-3.38. Cell line: NCIH23.